This data is from Forward reaction prediction with 1.9M reactions from USPTO patents (1976-2016). The task is: Predict the product of the given reaction. (1) Given the reactants Cl.[Cl:2][C:3]1[CH:8]=[CH:7][C:6]([CH:9]([NH:15]C(=O)OC(C)(C)C)[CH2:10][CH2:11][N:12]([CH3:14])[CH3:13])=[CH:5][CH:4]=1, predict the reaction product. The product is: [Cl:2][C:3]1[CH:4]=[CH:5][C:6]([CH:9]([NH2:15])[CH2:10][CH2:11][N:12]([CH3:14])[CH3:13])=[CH:7][CH:8]=1. (2) Given the reactants [C:1]([O:6][CH:7]1[CH2:12][CH2:11][CH2:10][CH2:9][O:8]1)(=[O:5])[C:2]([CH3:4])=[CH2:3].[CH2:13]([O:17][C:18]1[CH:23]=[CH:22][C:21]([CH:24]=[CH2:25])=[CH:20][CH:19]=1)[CH:14]1[O:16][CH2:15]1.[C:26]([O:31][CH2:32][CH2:33][OH:34])(=[O:30])[C:27]([CH3:29])=[CH2:28].N([C:44](C)(CC)[C:45]([O-:47])=O)=NC(C)(CC)C([O-])=O, predict the reaction product. The product is: [C:1]([O:6][CH:7]1[CH2:12][CH2:11][CH2:10][CH2:9][O:8]1)(=[O:5])[C:2]([CH3:4])=[CH2:3].[CH2:13]([O:17][C:18]1[CH:23]=[CH:22][C:21]([CH:24]=[CH2:25])=[CH:20][CH:19]=1)[CH:14]1[O:16][CH2:15]1.[C:26]([O:31][CH2:32][CH2:33][OH:34])(=[O:30])[C:27]([CH3:29])=[CH2:28].[CH3:15][O:16][CH2:14][CH2:13][O:17][CH2:18][CH2:19][O:47][CH2:45][CH3:44]. (3) Given the reactants O[CH2:2][C@@H:3]1[O:8][C:7](=[O:9])[C@H:6]([NH:10][CH:11]([C:13]2[CH:18]=[CH:17][CH:16]=[CH:15][CH:14]=2)[CH3:12])[C:5]([CH3:20])([CH3:19])[CH2:4]1.C(N(CC)CC)C.C1(C)C=CC(S(Cl)(=O)=O)=CC=1, predict the reaction product. The product is: [CH3:19][C:5]1([CH3:20])[C@H:6]2[N:10]([CH:11]([C:13]3[CH:18]=[CH:17][CH:16]=[CH:15][CH:14]=3)[CH3:12])[CH2:2][C@H:3]([O:8][C:7]2=[O:9])[CH2:4]1. (4) Given the reactants [H-].[Na+].[F:3][C:4]([F:11])([C:7]([F:10])([F:9])[F:8])[CH2:5][OH:6].Cl[C:13]1[CH:18]=[CH:17][N:16]=[C:15]([C:19]#[N:20])[CH:14]=1.[Cl-].[Na+], predict the reaction product. The product is: [F:3][C:4]([F:11])([C:7]([F:10])([F:9])[F:8])[CH2:5][O:6][C:13]1[CH:18]=[CH:17][N:16]=[C:15]([C:19]#[N:20])[CH:14]=1. (5) Given the reactants [SH:1][C@@H:2]([CH2:6][CH2:7][CH2:8][CH3:9])[CH2:3][CH2:4][OH:5].[C:10](Cl)(=[O:12])[CH3:11], predict the reaction product. The product is: [C:10]([O:5][CH2:4][CH2:3][CH:2]([SH:1])[CH2:6][CH2:7][CH2:8][CH3:9])(=[O:12])[CH3:11]. (6) Given the reactants [CH:1](=O)[C:2]1[CH:7]=[CH:6][CH:5]=[CH:4][CH:3]=1.[Cl:9][C:10]1[CH:15]=[CH:14][C:13]([CH:16]([CH2:19][NH2:20])[CH2:17][NH2:18])=[CH:12][CH:11]=1.C([O-])([O-])=O.[K+].[K+].II.[O-]S([O-])=O.[Na+].[Na+], predict the reaction product. The product is: [Cl:9][C:10]1[CH:11]=[CH:12][C:13]([CH:16]2[CH2:19][NH:20][C:1]([C:2]3[CH:7]=[CH:6][CH:5]=[CH:4][CH:3]=3)=[N:18][CH2:17]2)=[CH:14][CH:15]=1.